From a dataset of Reaction yield outcomes from USPTO patents with 853,638 reactions. Predict the reaction yield, written as a fraction of the theoretical maximum amount of product (1.0 means a 100% yield; for example, 0.34 means a 34% yield). (1) The reactants are [F:1][C:2]1[CH:3]=[CH:4][CH:5]=[C:6]2[C:10]=1[NH:9][C:8](=[O:11])[CH:7]2[C:12]1[C:20]([OH:21])=[CH:19][C:15]2[O:16][CH2:17][O:18][C:14]=2[CH:13]=1.C=O.[CH2:24](P(CCCC)CCCC)CCC.N(C(OC(C)(C)C)=O)=NC(OC(C)(C)C)=O. The yield is 0.170. The catalyst is C1COCC1. The product is [F:1][C:2]1[CH:3]=[CH:4][CH:5]=[C:6]2[C:10]=1[NH:9][C:8](=[O:11])[C:7]12[C:12]2=[CH:13][C:14]3[O:18][CH2:17][O:16][C:15]=3[CH:19]=[C:20]2[O:21][CH2:24]1. (2) The reactants are [NH2:1][C:2]1[C:3]2[N:4]([C:12]([CH3:16])=[C:13]([CH3:15])[N:14]=2)[CH:5]=[C:6]([C:8]([O:10][CH3:11])=[O:9])[CH:7]=1.[CH3:17][C:18]1[CH:25]=[CH:24][CH:23]=[C:22]([CH3:26])[C:19]=1[CH2:20]Cl.C(=O)([O-])[O-].[Na+].[Na+].[I-].[K+]. The catalyst is C(#N)C. The product is [CH3:15][C:13]1[N:14]=[C:3]2[C:2]([NH:1][CH2:20][C:19]3[C:22]([CH3:26])=[CH:23][CH:24]=[CH:25][C:18]=3[CH3:17])=[CH:7][C:6]([C:8]([O:10][CH3:11])=[O:9])=[CH:5][N:4]2[C:12]=1[CH3:16]. The yield is 0.190. (3) The reactants are [H-].[Na+].[C:3]([O:7][CH3:8])(=[O:6])[CH2:4]O.[C:9]([O:13][CH3:14])(=O)[CH:10]=C.CC[O:17]CC. The catalyst is CS(C)=O. The product is [O:17]=[C:10]1[CH2:9][O:13][CH2:14][CH:4]1[C:3]([O:7][CH3:8])=[O:6]. The yield is 0.240. (4) The reactants are [Cl:1][C:2]1[C:10]([OH:11])=[CH:9][C:8]([I:12])=[C:7]2[C:3]=1[CH2:4][NH:5][C:6]2=[O:13].C(=O)([O-])[O-].[K+].[K+].[C:20]([O:24][C:25](=[O:31])[NH:26][CH2:27][CH2:28][CH2:29]Br)([CH3:23])([CH3:22])[CH3:21].O. The catalyst is CN(C=O)C.[I-].C([N+](CCCC)(CCCC)CCCC)CCC. The product is [Cl:1][C:2]1[C:10]([O:11][CH2:29][CH2:28][CH2:27][NH:26][C:25]([O:24][C:20]([CH3:21])([CH3:23])[CH3:22])=[O:31])=[CH:9][C:8]([I:12])=[C:7]2[C:3]=1[CH2:4][NH:5][C:6]2=[O:13]. The yield is 0.840. (5) The reactants are [NH2:1][CH2:2][C:3]1[N:4]=[C:5]([NH:8][C:9](=[O:23])[N:10]([CH:17]2[CH2:22][CH2:21][CH2:20][CH2:19][CH2:18]2)[CH:11]2[CH2:16][CH2:15][CH2:14][CH2:13][CH2:12]2)[S:6][CH:7]=1.[C:24]([NH:31][CH2:32][C:33](O)=[O:34])([O:26][C:27]([CH3:30])([CH3:29])[CH3:28])=[O:25]. No catalyst specified. The product is [C:27]([O:26][C:24](=[O:25])[NH:31][CH2:32][C:33](=[O:34])[NH:1][CH2:2][C:3]1[N:4]=[C:5]([NH:8][C:9]([N:10]([CH:11]2[CH2:16][CH2:15][CH2:14][CH2:13][CH2:12]2)[CH:17]2[CH2:22][CH2:21][CH2:20][CH2:19][CH2:18]2)=[O:23])[S:6][CH:7]=1)([CH3:30])([CH3:28])[CH3:29]. The yield is 0.290. (6) The reactants are [CH3:1][Si:2]([CH3:35])([CH3:34])[CH2:3][CH2:4][O:5][CH2:6][N:7]1[C:11]2[N:12]=[CH:13][N:14]=[C:15]([C:16]3[CH:17]=[N:18][N:19]([CH:21]([CH2:28][C:29](OCC)=[O:30])[CH2:22][C:23](OCC)=[O:24])[CH:20]=3)[C:10]=2[CH:9]=[CH:8]1.[AlH4-].[Li+]. The catalyst is C1COCC1. The product is [CH3:35][Si:2]([CH3:1])([CH3:34])[CH2:3][CH2:4][O:5][CH2:6][N:7]1[C:11]2[N:12]=[CH:13][N:14]=[C:15]([C:16]3[CH:17]=[N:18][N:19]([CH:21]([CH2:22][CH2:23][OH:24])[CH2:28][CH2:29][OH:30])[CH:20]=3)[C:10]=2[CH:9]=[CH:8]1. The yield is 0.760. (7) The reactants are [Cl:1][C:2]1[CH:3]=[C:4]([CH:16]=[CH:17][CH:18]=1)[O:5][C:6]1[CH:7]=[C:8]([CH:11]=[CH:12][C:13]=1[O:14][CH3:15])[CH:9]=[O:10].[BH4-].[Na+]. The catalyst is CO. The product is [Cl:1][C:2]1[CH:3]=[C:4]([CH:16]=[CH:17][CH:18]=1)[O:5][C:6]1[CH:7]=[C:8]([CH2:9][OH:10])[CH:11]=[CH:12][C:13]=1[O:14][CH3:15]. The yield is 0.850.